This data is from Catalyst prediction with 721,799 reactions and 888 catalyst types from USPTO. The task is: Predict which catalyst facilitates the given reaction. Reactant: [Cl:1][C:2]1[C:7]([F:8])=[CH:6][CH:5]=[C:4]([Cl:9])[C:3]=1[CH:10]([O:12][C:13]1[C:14]([NH2:30])=[N:15][CH:16]=[C:17]([C:19]2[N:20]=[N:21][N:22]([CH:24]3[CH2:29][CH2:28][NH:27][CH2:26][CH2:25]3)[CH:23]=2)[CH:18]=1)[CH3:11].[C:31](=O)([O-])[O-].[K+].[K+].IC. Product: [Cl:1][C:2]1[C:7]([F:8])=[CH:6][CH:5]=[C:4]([Cl:9])[C:3]=1[CH:10]([O:12][C:13]1[C:14]([NH2:30])=[N:15][CH:16]=[C:17]([C:19]2[N:20]=[N:21][N:22]([CH:24]3[CH2:29][CH2:28][N:27]([CH3:31])[CH2:26][CH2:25]3)[CH:23]=2)[CH:18]=1)[CH3:11]. The catalyst class is: 9.